From a dataset of Reaction yield outcomes from USPTO patents with 853,638 reactions. Predict the reaction yield, written as a fraction of the theoretical maximum amount of product (1.0 means a 100% yield; for example, 0.34 means a 34% yield). The reactants are [C:1]([N:4]1[C:13]2[C:8](=[CH:9][C:10]([O:14][CH3:15])=[CH:11][CH:12]=2)[C@H:7]([NH:16]C(=O)OCC2C=CC=CC=2)[C@@H:6]([CH3:27])[C@@H:5]1[CH3:28])(=[O:3])[CH3:2]. The catalyst is [Pd].C(O)C. The product is [NH2:16][C@H:7]1[C:8]2[C:13](=[CH:12][CH:11]=[C:10]([O:14][CH3:15])[CH:9]=2)[N:4]([C:1](=[O:3])[CH3:2])[C@@H:5]([CH3:28])[C@@H:6]1[CH3:27]. The yield is 0.890.